Task: Predict which catalyst facilitates the given reaction.. Dataset: Catalyst prediction with 721,799 reactions and 888 catalyst types from USPTO (1) Reactant: C[O:2][C:3]([C:5]1[C:13]2[O:12][N:11]=[C:10]([NH:14][C:15]3[CH:20]=[CH:19][C:18]([CH2:21][CH3:22])=[CH:17][CH:16]=3)[C:9]=2[CH:8]=[CH:7][C:6]=1[Cl:23])=[O:4].O[Li].O. Product: [Cl:23][C:6]1[CH:7]=[CH:8][C:9]2[C:10]([NH:14][C:15]3[CH:16]=[CH:17][C:18]([CH2:21][CH3:22])=[CH:19][CH:20]=3)=[N:11][O:12][C:13]=2[C:5]=1[C:3]([OH:4])=[O:2]. The catalyst class is: 12. (2) The catalyst class is: 3. Reactant: [O:1]1[C:5]2[CH:6]=[CH:7][C:8]([C:10](=[O:36])[CH2:11][S:12][C@H:13]3[C:16](=[O:17])[N:15]([C:18]4[CH:23]=[CH:22][C:21]([F:24])=[CH:20][CH:19]=4)[C@@H:14]3[C:25]3[CH:35]=[CH:34][C:28]([O:29][CH2:30][C:31](O)=[O:32])=[CH:27][CH:26]=3)=[CH:9][C:4]=2[O:3][CH2:2]1.CN1CCOCC1.CN(C(ON1N=NC2C=CC=CC1=2)=[N+](C)C)C.[B-](F)(F)(F)F.[NH2:66][CH2:67][C:68]([NH:70][C@@H:71]([C:79]([OH:81])=[O:80])[CH2:72][CH:73]1[CH2:78][CH2:77][CH2:76][CH2:75][CH2:74]1)=[O:69].[BH4-].[Na+]. Product: [O:1]1[C:5]2[CH:6]=[CH:7][C:8]([CH:10]([OH:36])[CH2:11][S:12][C@H:13]3[C:16](=[O:17])[N:15]([C:18]4[CH:23]=[CH:22][C:21]([F:24])=[CH:20][CH:19]=4)[C@@H:14]3[C:25]3[CH:35]=[CH:34][C:28]([O:29][CH2:30][C:31]([NH:66][CH2:67][C:68]([NH:70][C@@H:71]([C:79]([OH:81])=[O:80])[CH2:72][CH:73]4[CH2:78][CH2:77][CH2:76][CH2:75][CH2:74]4)=[O:69])=[O:32])=[CH:27][CH:26]=3)=[CH:9][C:4]=2[O:3][CH2:2]1. (3) Reactant: C([O:3][C:4]([CH:6]([O:8][CH:9]1[CH:14]([C:15]2[CH:20]=[CH:19][C:18]([O:21][CH2:22][CH2:23][CH2:24][O:25][CH2:26][C:27]3[CH:32]=[CH:31][CH:30]=[CH:29][C:28]=3[O:33][CH3:34])=[CH:17][CH:16]=2)[CH2:13][CH2:12][N:11]([C:35]([O:37][C:38]([CH3:41])([CH3:40])[CH3:39])=[O:36])[CH2:10]1)[CH3:7])=[O:5])C.Cl. Product: [C:4]([CH:6]([O:8][CH:9]1[CH:14]([C:15]2[CH:16]=[CH:17][C:18]([O:21][CH2:22][CH2:23][CH2:24][O:25][CH2:26][C:27]3[CH:32]=[CH:31][CH:30]=[CH:29][C:28]=3[O:33][CH3:34])=[CH:19][CH:20]=2)[CH2:13][CH2:12][N:11]([C:35]([O:37][C:38]([CH3:39])([CH3:41])[CH3:40])=[O:36])[CH2:10]1)[CH3:7])([OH:5])=[O:3]. The catalyst class is: 273. (4) Reactant: C([Mg]Br)C.[C:5]12([C:15]3[CH:20]=[C:19]([O:21][CH3:22])[CH:18]=[CH:17][C:16]=3[OH:23])[CH2:14][CH:9]3[CH2:10][CH:11]([CH2:13][CH:7]([CH2:8]3)[CH2:6]1)[CH2:12]2.[CH2:24]=[O:25].C(N(CC)CC)C. Product: [C:5]12([C:15]3[CH:20]=[C:19]([O:21][CH3:22])[CH:18]=[C:17]([CH:24]=[O:25])[C:16]=3[OH:23])[CH2:6][CH:7]3[CH2:13][CH:11]([CH2:10][CH:9]([CH2:8]3)[CH2:14]1)[CH2:12]2. The catalyst class is: 182. (5) Product: [CH:21]([N:24]1[C:5]2[C:4](=[CH:9][C:8]([N+:10]([O-:12])=[O:11])=[CH:7][CH:6]=2)[C:3](=[O:14])[NH:25]1)([CH3:23])[CH3:22]. Reactant: CO[C:3](=[O:14])[C:4]1[CH:9]=[C:8]([N+:10]([O-:12])=[O:11])[CH:7]=[CH:6][C:5]=1F.C([O-])([O-])=O.[K+].[K+].[CH:21]([NH:24][NH2:25])([CH3:23])[CH3:22]. The catalyst class is: 3. (6) Product: [C:17]1([C:20]2[CH:21]=[CH:22][CH:23]=[CH:24][CH:25]=2)[CH:16]=[CH:15][C:14]([CH2:13][C@H:12]2[NH:8][C:9](=[O:27])[C:10](=[CH2:26])[CH2:11]2)=[CH:19][CH:18]=1. Reactant: C(OC([N:8]1[C@H:12]([CH2:13][C:14]2[CH:19]=[CH:18][C:17]([C:20]3[CH:25]=[CH:24][CH:23]=[CH:22][CH:21]=3)=[CH:16][CH:15]=2)[CH2:11][C:10](=[CH2:26])[C:9]1=[O:27])=O)(C)(C)C.FC(F)(F)C(O)=O. The catalyst class is: 4. (7) Reactant: C1(C(C2C=CC=CC=2)(C2C=CC=CC=2)[O:8][CH2:9][C@@H:10]([CH3:23])[O:11][CH2:12][P:13](=[O:22])([O:18][CH:19]([CH3:21])[CH3:20])[O:14][CH:15]([CH3:17])[CH3:16])C=CC=CC=1.C1(C(C2C=CC=CC=2)(C2C=CC=CC=2)O)C=CC=CC=1. Product: [OH:8][CH2:9][C@@H:10]([CH3:23])[O:11][CH2:12][P:13](=[O:22])([O:14][CH:15]([CH3:17])[CH3:16])[O:18][CH:19]([CH3:20])[CH3:21]. The catalyst class is: 15. (8) Reactant: [H-].[Na+].[CH3:3][N:4]1[C:8]([CH2:9][OH:10])=[C:7]([C:11]2[CH:16]=[CH:15][CH:14]=[CH:13][N:12]=2)[N:6]=[N:5]1.[Cl:17][C:18]1[N:19]=[N:20][C:21](Cl)=[CH:22][CH:23]=1. Product: [Cl:17][C:18]1[N:19]=[N:20][C:21]([O:10][CH2:9][C:8]2[N:4]([CH3:3])[N:5]=[N:6][C:7]=2[C:11]2[CH:16]=[CH:15][CH:14]=[CH:13][N:12]=2)=[CH:22][CH:23]=1. The catalyst class is: 1.